The task is: Predict the product of the given reaction.. This data is from Forward reaction prediction with 1.9M reactions from USPTO patents (1976-2016). (1) Given the reactants [O:1]=[C:2]1[NH:11][C:10]2[N:9]=[C:8]([O:12][CH2:13][CH2:14][CH2:15][CH:16]=O)[CH:7]=[CH:6][C:5]=2[CH2:4][CH2:3]1.[N:18]1([C:24]2[C:32]3[N:31]=[C:30]([C:33]([F:36])([F:35])[F:34])[NH:29][C:28]=3[CH:27]=[CH:26][CH:25]=2)[CH2:23][CH2:22][NH:21][CH2:20][CH2:19]1.[BH-](OC(C)=O)(OC(C)=O)OC(C)=O.[Na+], predict the reaction product. The product is: [F:36][C:33]([F:34])([F:35])[C:30]1[NH:31][C:32]2[C:24]([N:18]3[CH2:19][CH2:20][N:21]([CH2:16][CH2:15][CH2:14][CH2:13][O:12][C:8]4[N:9]=[C:10]5[C:5]([CH2:4][CH2:3][C:2](=[O:1])[NH:11]5)=[CH:6][CH:7]=4)[CH2:22][CH2:23]3)=[CH:25][CH:26]=[CH:27][C:28]=2[N:29]=1. (2) Given the reactants [N+]([C:4]1[CH:11]=[CH:10][CH:9]=[C:8]([N+:12]([O-:14])=[O:13])[C:5]=1[C:6]#[N:7])([O-])=O.[CH3:15][C:16]1([CH3:32])[O:31][C@H:19]2[O:20][CH:21]([CH2:29][OH:30])[C@@H:22]3[O:26][C:25]([CH3:28])([CH3:27])[O:24][C@@H:23]3[C@@H:18]2[O:17]1, predict the reaction product. The product is: [N+:12]([C:8]1[CH:9]=[CH:10][CH:11]=[C:4]([O:30][CH2:29][CH:21]2[O:20][C@@H:19]3[O:31][C:16]([CH3:32])([CH3:15])[O:17][C@H:18]3[C@H:23]3[O:24][C:25]([CH3:28])([CH3:27])[O:26][C@@H:22]23)[C:5]=1[C:6]#[N:7])([O-:14])=[O:13]. (3) Given the reactants [CH2:1]([O:8][C:9]1[C:18]2[C:13](=[CH:14][CH:15]=[C:16](Br)[CH:17]=2)[CH:12]=[C:11]([Cl:20])[N:10]=1)[C:2]1[CH:7]=[CH:6][CH:5]=[CH:4][CH:3]=1.[CH3:21][O:22][C:23]1[CH:24]=[C:25](B(O)O)[CH:26]=[CH:27][CH:28]=1.C([O-])([O-])=O.[K+].[K+], predict the reaction product. The product is: [CH2:1]([O:8][C:9]1[C:18]2[C:13](=[CH:14][CH:15]=[C:16]([C:27]3[CH:26]=[CH:25][CH:24]=[C:23]([O:22][CH3:21])[CH:28]=3)[CH:17]=2)[CH:12]=[C:11]([Cl:20])[N:10]=1)[C:2]1[CH:7]=[CH:6][CH:5]=[CH:4][CH:3]=1. (4) The product is: [F:13][C:14]1[CH:21]=[CH:20][C:17]([C:18]#[N:19])=[CH:16][C:15]=1[CH:26]([C:25]1[CH:28]=[CH:29][CH:30]=[C:23]([F:22])[CH:24]=1)[OH:27]. Given the reactants C([Li])CCC.C(NC(C)C)(C)C.[F:13][C:14]1[CH:21]=[CH:20][C:17]([C:18]#[N:19])=[CH:16][CH:15]=1.[F:22][C:23]1[CH:24]=[C:25]([CH:28]=[CH:29][CH:30]=1)[CH:26]=[O:27].[Cl-].[NH4+], predict the reaction product. (5) Given the reactants CC1(C)C(C)(C)OB([C:9]2[CH:14]=[CH:13][C:12]([C:15]3[NH:19][C:18]([C@@H:20]4[CH2:24][CH2:23][CH2:22][N:21]4[C:25]([O:27][C:28]([CH3:31])([CH3:30])[CH3:29])=[O:26])=[N:17][CH:16]=3)=[CH:11][CH:10]=2)O1.Cl[C:34]1[N:39]=[CH:38][C:37]([C:40]2[N:44]([CH2:45][O:46][CH2:47][CH2:48][Si:49]([CH3:52])([CH3:51])[CH3:50])[C:43]([C@@H:53]3[CH2:57][CH2:56][CH2:55][N:54]3[C:58]([O:60][C:61]([CH3:64])([CH3:63])[CH3:62])=[O:59])=[N:42][CH:41]=2)=[CH:36][N:35]=1.C([O-])(O)=O.[Na+].COCCOC, predict the reaction product. The product is: [C:61]([O:60][C:58]([N:54]1[CH2:55][CH2:56][CH2:57][C@H:53]1[C:43]1[N:44]([CH2:45][O:46][CH2:47][CH2:48][Si:49]([CH3:52])([CH3:51])[CH3:50])[C:40]([C:37]2[CH:36]=[N:35][C:34]([C:9]3[CH:10]=[CH:11][C:12]([C:15]4[NH:19][C:18]([C@@H:20]5[CH2:24][CH2:23][CH2:22][N:21]5[C:25]([O:27][C:28]([CH3:31])([CH3:30])[CH3:29])=[O:26])=[N:17][CH:16]=4)=[CH:13][CH:14]=3)=[N:39][CH:38]=2)=[CH:41][N:42]=1)=[O:59])([CH3:64])([CH3:63])[CH3:62]. (6) Given the reactants [Cl:1][C:2]1[CH:3]=[C:4]2[C:10]([CH:11]=O)=[CH:9][NH:8][C:5]2=[N:6][CH:7]=1.[Cl-].[OH:14][NH3+:15].C([O-])([O-])=O.[Na+].[Na+], predict the reaction product. The product is: [Cl:1][C:2]1[CH:3]=[C:4]2[C:10]([CH:11]=[N:15][OH:14])=[CH:9][NH:8][C:5]2=[N:6][CH:7]=1. (7) Given the reactants [C:1]([C@@:3]1([CH3:13])[CH2:7][CH2:6][C@@H:5](C(O)=O)[C:4]1([CH3:12])[CH3:11])#[N:2].C([N:16]([CH2:19]C)CC)C.C1(P(N=[N+]=[N-])(C2C=CC=CC=2)=[O:28])C=CC=CC=1.[CH2:38]([OH:45])[C:39]1[CH:44]=[CH:43][CH:42]=[CH:41][CH:40]=1, predict the reaction product. The product is: [C:1]([C@@:3]1([CH3:13])[CH2:7][CH2:6][C@@H:5]([NH:16][C:19](=[O:28])[O:45][CH2:38][C:39]2[CH:44]=[CH:43][CH:42]=[CH:41][CH:40]=2)[C:4]1([CH3:11])[CH3:12])#[N:2]. (8) Given the reactants Cl[C:2]1[CH:7]=[CH:6][N:5]=[C:4]([NH:8][C:9]2[CH:14]=[CH:13][CH:12]=[C:11]([Cl:15])[CH:10]=2)[N:3]=1.CCN(C(C)C)C(C)C.[CH3:25][S:26]([N:29]1[CH2:34][CH2:33][N:32]([CH2:35][CH2:36][CH2:37][NH2:38])[CH2:31][CH2:30]1)(=[O:28])=[O:27], predict the reaction product. The product is: [Cl:15][C:11]1[CH:10]=[C:9]([NH:8][C:4]2[N:3]=[C:2]([NH:38][CH2:37][CH2:36][CH2:35][N:32]3[CH2:33][CH2:34][N:29]([S:26]([CH3:25])(=[O:28])=[O:27])[CH2:30][CH2:31]3)[CH:7]=[CH:6][N:5]=2)[CH:14]=[CH:13][CH:12]=1. (9) The product is: [Cl:35][C:13]1[CH:12]=[CH:11][C:10]2[C:9]3[CH2:16][C@H:17]4[C:27](=[O:28])[NH:34][C:20](=[O:22])[N:18]4[CH2:19][C:8]=3[N:7]([CH2:6][C:5]3[CH:29]=[CH:30][C:2]([F:1])=[CH:3][CH:4]=3)[C:15]=2[CH:14]=1. Given the reactants [F:1][C:2]1[CH:30]=[CH:29][C:5]([CH2:6][N:7]2[C:15]3[C:10](=[CH:11][CH:12]=[CH:13][CH:14]=3)[C:9]3[CH2:16][C@@H:17]([CH2:27][OH:28])[N:18]([C:20]([O:22]C(C)(C)C)=O)[CH2:19][C:8]2=3)=[CH:4][CH:3]=1.O(C#[N:34])[K].[ClH:35], predict the reaction product. (10) Given the reactants C(NC(C)C)(C)C.[C:8]([C:10]1[CH:11]=[N:12][C:13]2[C:18]([C:19]=1[NH:20][C:21]1[CH:26]=[CH:25][C:24](I)=[C:23]3[O:28][CH2:29][O:30][C:22]=13)=[CH:17][C:16]([O:31][CH3:32])=[C:15]([O:33][CH3:34])[CH:14]=2)#[N:9].[CH2:35]([CH:38]1[CH2:43][CH2:42][S:41](=[O:45])(=[O:44])[NH:40][CH2:39]1)[C:36]#[CH:37], predict the reaction product. The product is: [C:8]([C:10]1[CH:11]=[N:12][C:13]2[C:18]([C:19]=1[NH:20][C:21]1[CH:26]=[CH:25][C:24]([C:37]#[C:36][CH2:35][CH:38]3[CH2:43][CH2:42][S:41](=[O:45])(=[O:44])[NH:40][CH2:39]3)=[C:23]3[O:28][CH2:29][O:30][C:22]=13)=[CH:17][C:16]([O:31][CH3:32])=[C:15]([O:33][CH3:34])[CH:14]=2)#[N:9].